The task is: Binary Classification. Given a T-cell receptor sequence (or CDR3 region) and an epitope sequence, predict whether binding occurs between them.. This data is from TCR-epitope binding with 47,182 pairs between 192 epitopes and 23,139 TCRs. The epitope is YLQPRTFLL. The TCR CDR3 sequence is CASSPDIACTF. Result: 1 (the TCR binds to the epitope).